From a dataset of Reaction yield outcomes from USPTO patents with 853,638 reactions. Predict the reaction yield, written as a fraction of the theoretical maximum amount of product (1.0 means a 100% yield; for example, 0.34 means a 34% yield). (1) The reactants are [NH:1]1[CH2:7][CH2:6][CH2:5][CH:4]([NH:8]C(=O)OC(C)(C)C)[CH2:3][CH2:2]1.CCN(C(C)C)C(C)C.Cl[C:26]1[N:31]=[C:30]([C:32]2[CH:41]=[CH:40][C:39]3[C:34](=[CH:35][CH:36]=[CH:37][CH:38]=3)[CH:33]=2)[CH:29]=[CH:28][N:27]=1. The catalyst is CS(C)=O.C(OCC)(=O)C. The product is [CH:33]1[C:34]2[C:39](=[CH:38][CH:37]=[CH:36][CH:35]=2)[CH:40]=[CH:41][C:32]=1[C:30]1[CH:29]=[CH:28][N:27]=[C:26]([N:1]2[CH2:7][CH2:6][CH2:5][CH:4]([NH2:8])[CH2:3][CH2:2]2)[N:31]=1. The yield is 0.760. (2) The reactants are [CH2:1]([N:3]([CH2:36][CH3:37])[CH2:4][CH2:5][CH2:6][NH:7][C:8]1[N:9]=[C:10]([C:27]2[CH:28]=[C:29]([CH:33]=[CH:34][CH:35]=2)C(O)=O)[C:11]2[CH:17]=[CH:16][C:15](=[O:18])[N:14]([C:19]3[C:24]([F:25])=[CH:23][CH:22]=[CH:21][C:20]=3[F:26])[C:12]=2[N:13]=1)[CH3:2].CN([C:41]([O:45]N1N=NC2C=CC=CC1=2)=[N+](C)C)C.F[P-](F)(F)(F)(F)F.C(N(CC)CC)C.[CH2:69]([NH2:72])[CH2:70][CH3:71]. The catalyst is CN(C=O)C. The product is [CH2:1]([N:3]([CH2:36][CH3:37])[CH2:4][CH2:5][CH2:6][NH:7][C:8]1[N:9]=[C:10]([C:27]2[CH:28]=[CH:29][CH:33]=[CH:34][C:35]=2[C:41]([NH:72][CH2:69][CH2:70][CH3:71])=[O:45])[C:11]2[CH:17]=[CH:16][C:15](=[O:18])[N:14]([C:19]3[C:24]([F:25])=[CH:23][CH:22]=[CH:21][C:20]=3[F:26])[C:12]=2[N:13]=1)[CH3:2]. The yield is 0.630. (3) The reactants are [CH:1]1([C:6]2[C:10]3[N:11]=[C:12]4[CH2:19][NH:18][CH2:17][CH2:16][N:13]4[C:14](=[O:15])[C:9]=3[NH:8][N:7]=2)[CH2:5][CH2:4][CH2:3][CH2:2]1.[CH3:20][O:21][C:22]1[CH:29]=[CH:28][C:25]([CH:26]=O)=[CH:24][CH:23]=1.C(O)(=O)C.C(O[BH-](OC(=O)C)OC(=O)C)(=O)C.[Na+].C(=O)(O)[O-].[Na+]. The catalyst is ClCCl. The product is [CH:1]1([C:6]2[C:10]3[N:11]=[C:12]4[CH2:19][N:18]([CH2:26][C:25]5[CH:28]=[CH:29][C:22]([O:21][CH3:20])=[CH:23][CH:24]=5)[CH2:17][CH2:16][N:13]4[C:14](=[O:15])[C:9]=3[NH:8][N:7]=2)[CH2:2][CH2:3][CH2:4][CH2:5]1. The yield is 0.500. (4) The reactants are C(OC(C(P(OCC)(OCC)=O)O[C@@H]1C[C@H](N2C=C(C)C(=O)NC2=O)C=C1)=O)C.[CH2:30]([O:32][C:33]([CH:35]([P:50]([O:55][CH2:56][CH3:57])([O:52][CH2:53][CH3:54])=[O:51])[O:36][C@@H:37]1[CH2:41][C@H:40]([N:42]2[CH:49]=[CH:48][C:46]([NH2:47])=[N:45][C:43]2=[O:44])[CH:39]=[CH:38]1)=[O:34])[CH3:31]. The catalyst is [Pd].C(O)C. The product is [CH2:30]([O:32][C:33]([CH:35]([P:50]([O:52][CH2:53][CH3:54])([O:55][CH2:56][CH3:57])=[O:51])[O:36][C@@H:37]1[CH2:41][C@H:40]([N:42]2[CH:49]=[CH:48][C:46]([NH2:47])=[N:45][C:43]2=[O:44])[CH2:39][CH2:38]1)=[O:34])[CH3:31]. The yield is 0.820. (5) The reactants are [C:1]([O:5][C:6](=[O:31])[N:7]([CH2:16][CH2:17][O:18][C:19]1[CH:24]=[C:23]([O:25][CH3:26])[C:22]([N+:27]([O-])=O)=[CH:21][C:20]=1[Cl:30])[CH2:8][CH2:9][N:10]1[CH2:15][CH2:14][O:13][CH2:12][CH2:11]1)([CH3:4])([CH3:3])[CH3:2].[NH4+].[Cl-]. The catalyst is [Zn].CO. The product is [C:1]([O:5][C:6](=[O:31])[N:7]([CH2:16][CH2:17][O:18][C:19]1[CH:24]=[C:23]([O:25][CH3:26])[C:22]([NH2:27])=[CH:21][C:20]=1[Cl:30])[CH2:8][CH2:9][N:10]1[CH2:15][CH2:14][O:13][CH2:12][CH2:11]1)([CH3:4])([CH3:2])[CH3:3]. The yield is 0.560.